From a dataset of Reaction yield outcomes from USPTO patents with 853,638 reactions. Predict the reaction yield, written as a fraction of the theoretical maximum amount of product (1.0 means a 100% yield; for example, 0.34 means a 34% yield). The catalyst is C(#N)C. The product is [Cl:7][C:8]1[CH:9]=[C:10]([C:16]([F:19])([F:17])[F:18])[N:11]=[CH:12][C:13]=1[CH2:14][C:5]#[N:6]. The reactants are C[Si]([C:5]#[N:6])(C)C.[Cl:7][C:8]1[C:13]([CH2:14]Cl)=[CH:12][N:11]=[C:10]([C:16]([F:19])([F:18])[F:17])[CH:9]=1.[F-].C([N+](CCCC)(CCCC)CCCC)CCC.CCOC(C)=O. The yield is 0.600.